This data is from Forward reaction prediction with 1.9M reactions from USPTO patents (1976-2016). The task is: Predict the product of the given reaction. (1) Given the reactants [CH:1]1([N:4]2[CH2:9][CH2:8][N:7]([C:10]3[CH:15]=[CH:14][C:13]([N+:16]([O-])=O)=[CH:12][CH:11]=3)[CH2:6][CH2:5]2)[CH2:3][CH2:2]1, predict the reaction product. The product is: [CH:1]1([N:4]2[CH2:5][CH2:6][N:7]([C:10]3[CH:15]=[CH:14][C:13]([NH2:16])=[CH:12][CH:11]=3)[CH2:8][CH2:9]2)[CH2:3][CH2:2]1. (2) Given the reactants [CH2:1]([O:8][C:9]1[CH:18]=[C:17]2[C:12]([C:13](Cl)=[CH:14][CH:15]=[N:16]2)=[CH:11][C:10]=1[C:20]#[N:21])[C:2]1[CH:7]=[CH:6][CH:5]=[CH:4][CH:3]=1.[OH:22][C:23]1[CH:24]=[C:25]2[C:29](=[CH:30][CH:31]=1)[NH:28][CH:27]=[CH:26]2.C(N(C(C)C)CC)(C)C.O, predict the reaction product. The product is: [CH2:1]([O:8][C:9]1[CH:18]=[C:17]2[C:12]([C:13]([O:22][C:23]3[CH:24]=[C:25]4[C:29](=[CH:30][CH:31]=3)[NH:28][CH:27]=[CH:26]4)=[CH:14][CH:15]=[N:16]2)=[CH:11][C:10]=1[C:20]#[N:21])[C:2]1[CH:7]=[CH:6][CH:5]=[CH:4][CH:3]=1. (3) Given the reactants [CH3:1][C:2]1[CH:7]=[C:6]([CH3:8])[N:5]=[C:4]([N:9]2[CH2:16][CH:15]3[CH:11]([CH2:12][NH:13][CH2:14]3)[CH2:10]2)[N:3]=1.CC(O)=O.[CH3:21][O:22][C:23]1[C:31]([O:32][CH3:33])=[CH:30][CH:29]=[CH:28][C:24]=1[C:25](O)=[O:26], predict the reaction product. The product is: [CH3:21][O:22][C:23]1[C:31]([O:32][CH3:33])=[CH:30][CH:29]=[CH:28][C:24]=1[C:25]([N:13]1[CH2:14][CH:15]2[CH:11]([CH2:10][N:9]([C:4]3[N:5]=[C:6]([CH3:8])[CH:7]=[C:2]([CH3:1])[N:3]=3)[CH2:16]2)[CH2:12]1)=[O:26]. (4) Given the reactants [CH2:1]([O:8][C:9]1[CH:10]=[C:11]([CH:15]2[CH2:19][N:18]([C:20]3[CH:21]=[C:22]([CH:25]=[CH:26][CH:27]=3)[C:23]#[N:24])[C:17](=[O:28])[CH2:16]2)[CH:12]=[CH:13][CH:14]=1)[C:2]1[CH:7]=[CH:6][CH:5]=[CH:4][CH:3]=1.[OH-:29].[Na+].OO, predict the reaction product. The product is: [CH2:1]([O:8][C:9]1[CH:10]=[C:11]([CH:15]2[CH2:19][N:18]([C:20]3[CH:21]=[C:22]([CH:25]=[CH:26][CH:27]=3)[C:23]([NH2:24])=[O:29])[C:17](=[O:28])[CH2:16]2)[CH:12]=[CH:13][CH:14]=1)[C:2]1[CH:7]=[CH:6][CH:5]=[CH:4][CH:3]=1.